This data is from Full USPTO retrosynthesis dataset with 1.9M reactions from patents (1976-2016). The task is: Predict the reactants needed to synthesize the given product. (1) Given the product [CH3:1][C:2]1([CH3:19])[O:7][C:6]2[C:8]([F:15])=[CH:9][C:10]([NH2:12])=[CH:11][C:5]=2[N:4]2[N:16]=[N:17][N:18]=[C:3]12, predict the reactants needed to synthesize it. The reactants are: [CH3:1][C:2]1([CH3:19])[O:7][C:6]2[C:8]([F:15])=[CH:9][C:10]([N+:12]([O-])=O)=[CH:11][C:5]=2[N:4]2[N:16]=[N:17][N:18]=[C:3]12. (2) The reactants are: [N:1]1[CH:6]=[CH:5][CH:4]=[C:3]([S:7]([O:10][C:11]2[CH:16]=[CH:15][C:14]([C:17]3[N:21]([C:22]4[CH:27]=[CH:26][C:25]([Cl:28])=[CH:24][C:23]=4[Cl:29])[N:20]=[C:19]([C:30]([NH:32][N:33]4[CH2:38][CH2:37][CH2:36][CH2:35][CH2:34]4)=[O:31])[C:18]=3[CH3:39])=[CH:13][CH:12]=2)(=[O:9])=[O:8])[CH:2]=1. Given the product [ClH:28].[N:1]1[CH:6]=[CH:5][CH:4]=[C:3]([S:7]([O:10][C:11]2[CH:12]=[CH:13][C:14]([C:17]3[N:21]([C:22]4[CH:27]=[CH:26][C:25]([Cl:28])=[CH:24][C:23]=4[Cl:29])[N:20]=[C:19]([C:30]([NH:32][N:33]4[CH2:34][CH2:35][CH2:36][CH2:37][CH2:38]4)=[O:31])[C:18]=3[CH3:39])=[CH:15][CH:16]=2)(=[O:9])=[O:8])[CH:2]=1, predict the reactants needed to synthesize it. (3) Given the product [C:12]([O:11][C:9](=[O:10])[N:17]([CH2:18][CH2:19][C:20]1[CH:25]=[CH:24][C:23]([OH:26])=[CH:22][CH:21]=1)[CH3:16])([CH3:13])([CH3:14])[CH3:15], predict the reactants needed to synthesize it. The reactants are: [C:9](O[C:9]([O:11][C:12]([CH3:15])([CH3:14])[CH3:13])=[O:10])([O:11][C:12]([CH3:15])([CH3:14])[CH3:13])=[O:10].[CH3:16][NH:17][CH2:18][CH2:19][C:20]1[CH:25]=[CH:24][C:23]([OH:26])=[CH:22][CH:21]=1. (4) Given the product [CH2:40]([O:42][C:43]1[N:9]([C:10]2[CH:18]=[CH:17][CH:16]=[C:15]3[C:11]=2[CH2:12][CH2:13][CH:14]3[N:19]([C:34](=[O:39])[C:35]([F:38])([F:37])[F:36])[C:20]2[CH:33]=[CH:32][C:23]3[C@H:24]([CH2:27][C:28]([O:30][CH3:31])=[O:29])[CH2:25][O:26][C:22]=3[CH:21]=2)[C:3]2[CH:4]=[C:5]([F:8])[CH:6]=[CH:7][C:2]=2[N:1]=1)[CH3:41], predict the reactants needed to synthesize it. The reactants are: [NH2:1][C:2]1[CH:7]=[CH:6][C:5]([F:8])=[CH:4][C:3]=1[NH:9][C:10]1[CH:18]=[CH:17][CH:16]=[C:15]2[C:11]=1[CH2:12][CH2:13][CH:14]2[N:19]([C:34](=[O:39])[C:35]([F:38])([F:37])[F:36])[C:20]1[CH:33]=[CH:32][C:23]2[C@H:24]([CH2:27][C:28]([O:30][CH3:31])=[O:29])[CH2:25][O:26][C:22]=2[CH:21]=1.[CH2:40]([O:42][C:43](OCC)(OCC)OCC)[CH3:41].